From a dataset of Forward reaction prediction with 1.9M reactions from USPTO patents (1976-2016). Predict the product of the given reaction. (1) Given the reactants C(N)(C)(C)C.[Br:6]Br.[OH:8][C:9]1[C:10]([CH3:19])=[C:11]([CH:16]=[CH:17][CH:18]=1)[C:12]([O:14][CH3:15])=[O:13], predict the reaction product. The product is: [Br:6][C:18]1[CH:17]=[CH:16][C:11]([C:12]([O:14][CH3:15])=[O:13])=[C:10]([CH3:19])[C:9]=1[OH:8]. (2) Given the reactants CC[O:3][C:4](/[CH:6]=[CH:7]/[CH2:8][P:9]([O:14][CH2:15][CH3:16])([O:11][CH2:12][CH3:13])=[O:10])=[O:5].[OH-].[K+], predict the reaction product. The product is: [CH2:15]([O:14][P:9]([CH2:8]/[CH:7]=[CH:6]/[C:4]([OH:5])=[O:3])([O:11][CH2:12][CH3:13])=[O:10])[CH3:16]. (3) The product is: [C:1]([O:5][C:6]([N:8]1[CH2:12][CH2:11][CH2:10][C:9]1([CH2:16][CH:17]1[CH2:18][CH2:19]1)[CH2:13][OH:14])=[O:7])([CH3:4])([CH3:2])[CH3:3]. Given the reactants [C:1]([O:5][C:6]([N:8]1[CH2:12][CH2:11][CH2:10][C:9]1([CH2:16][CH:17]1[CH2:19][CH2:18]1)[C:13](O)=[O:14])=[O:7])([CH3:4])([CH3:3])[CH3:2], predict the reaction product. (4) Given the reactants [Cl:1][C:2]1[N:7]=[C:6](Cl)[C:5]([F:9])=[CH:4][N:3]=1.[NH2:10][C:11]1[CH:19]=[C:18]2[C:14]([CH:15]=[CH:16][NH:17]2)=[CH:13][CH:12]=1, predict the reaction product. The product is: [Cl:1][C:2]1[N:7]=[C:6]([NH:10][C:11]2[CH:19]=[C:18]3[C:14]([CH:15]=[CH:16][NH:17]3)=[CH:13][CH:12]=2)[C:5]([F:9])=[CH:4][N:3]=1. (5) Given the reactants [Cl:1][C:2]1[CH:13]=[C:12]([CH3:14])[C:5]2[NH:6]C(=O)O[C:9](=[O:10])[C:4]=2[CH:3]=1.[C:15]([O:19][CH3:20])(=[O:18])[NH:16][NH2:17].CO, predict the reaction product. The product is: [NH2:6][C:5]1[C:12]([CH3:14])=[CH:13][C:2]([Cl:1])=[CH:3][C:4]=1[C:9]([NH:17][NH:16][C:15]([O:19][CH3:20])=[O:18])=[O:10]. (6) Given the reactants [BH4-].[Na+].[CH:3]1([C:6]2[CH:11]=[CH:10][C:9]([C:12]([C:14]3[CH:19]=[CH:18][N:17]=[CH:16][C:15]=3[O:20][C@@H:21]3[CH2:26][C@H:25]([CH2:27][O:28][CH2:29][C:30]4[CH:35]=[CH:34][CH:33]=[CH:32][CH:31]=4)[C@@H:24]([O:36][CH2:37][C:38]4[CH:43]=[CH:42][CH:41]=[CH:40][CH:39]=4)[C@H:23]([O:44][CH2:45][C:46]4[CH:51]=[CH:50][CH:49]=[CH:48][CH:47]=4)[C@H:22]3[O:52][CH2:53][C:54]3[CH:59]=[CH:58][CH:57]=[CH:56][CH:55]=3)=[O:13])=[CH:8][CH:7]=2)[CH2:5][CH2:4]1.S(=O)(=O)(O)O.C(=O)([O-])O.[Na+], predict the reaction product. The product is: [CH:3]1([C:6]2[CH:7]=[CH:8][C:9]([CH:12]([C:14]3[CH:19]=[CH:18][N:17]=[CH:16][C:15]=3[O:20][C@@H:21]3[CH2:26][C@H:25]([CH2:27][O:28][CH2:29][C:30]4[CH:35]=[CH:34][CH:33]=[CH:32][CH:31]=4)[C@@H:24]([O:36][CH2:37][C:38]4[CH:39]=[CH:40][CH:41]=[CH:42][CH:43]=4)[C@H:23]([O:44][CH2:45][C:46]4[CH:51]=[CH:50][CH:49]=[CH:48][CH:47]=4)[C@H:22]3[O:52][CH2:53][C:54]3[CH:59]=[CH:58][CH:57]=[CH:56][CH:55]=3)[OH:13])=[CH:10][CH:11]=2)[CH2:5][CH2:4]1. (7) Given the reactants [CH:1]1(/[CH:4]=[CH:5]/[C:6]2[N:11]=[CH:10][N:9]=[C:8]([NH:12]C(=O)OC(C)(C)C)[CH:7]=2)[CH2:3][CH2:2]1.FC(F)(F)C(O)=O, predict the reaction product. The product is: [CH:1]1(/[CH:4]=[CH:5]/[C:6]2[N:11]=[CH:10][N:9]=[C:8]([NH2:12])[CH:7]=2)[CH2:3][CH2:2]1.